This data is from Peptide-MHC class I binding affinity with 185,985 pairs from IEDB/IMGT. The task is: Regression. Given a peptide amino acid sequence and an MHC pseudo amino acid sequence, predict their binding affinity value. This is MHC class I binding data. (1) The peptide sequence is RRYTRRISL. The MHC is HLA-B15:09 with pseudo-sequence HLA-B15:09. The binding affinity (normalized) is 0.0847. (2) The peptide sequence is AYIDNYNKF. The MHC is HLA-A02:01 with pseudo-sequence HLA-A02:01. The binding affinity (normalized) is 0.122. (3) The peptide sequence is MLGEETIKV. The MHC is HLA-B08:02 with pseudo-sequence HLA-B08:02. The binding affinity (normalized) is 0.0847. (4) The peptide sequence is AIKCVDIVK. The MHC is HLA-A11:01 with pseudo-sequence HLA-A11:01. The binding affinity (normalized) is 0.465. (5) The peptide sequence is ALFHKVQSY. The MHC is HLA-B57:01 with pseudo-sequence HLA-B57:01. The binding affinity (normalized) is 0.0847. (6) The peptide sequence is ITLWQRPIV. The MHC is HLA-B44:02 with pseudo-sequence HLA-B44:02. The binding affinity (normalized) is 0. (7) The peptide sequence is WMLGTGVYL. The binding affinity (normalized) is 0.0847. The MHC is HLA-A26:01 with pseudo-sequence HLA-A26:01. (8) The peptide sequence is KMFHGGLRY. The MHC is HLA-A01:01 with pseudo-sequence HLA-A01:01. The binding affinity (normalized) is 0.258. (9) The peptide sequence is MGHPKNAYL. The binding affinity (normalized) is 0.0847. The MHC is HLA-B07:02 with pseudo-sequence HLA-B07:02. (10) The peptide sequence is FTPSPVVVGT. The MHC is Mamu-A01 with pseudo-sequence Mamu-A01. The binding affinity (normalized) is 1.00.